From a dataset of Catalyst prediction with 721,799 reactions and 888 catalyst types from USPTO. Predict which catalyst facilitates the given reaction. Reactant: COCCOC[O:7][CH2:8][CH2:9][CH2:10][C:11]1[CH:16]=[CH:15][C:14]([C:17]2[CH:22]=[C:21]([C:23]3[CH:28]=[CH:27][C:26]([O:29]CC4C=CC=CC=4)=[CH:25][CH:24]=3)[CH:20]=[C:19]([C:37]3[CH:42]=[CH:41][C:40]([CH2:43][CH2:44][CH2:45][O:46]COCCOC)=[CH:39][CH:38]=3)[CH:18]=2)=[CH:13][CH:12]=1. Product: [OH:7][CH2:8][CH2:9][CH2:10][C:11]1[CH:12]=[CH:13][C:14]([C:17]2[CH:18]=[C:19]([C:37]3[CH:42]=[CH:41][C:40]([CH2:43][CH2:44][CH2:45][OH:46])=[CH:39][CH:38]=3)[CH:20]=[C:21]([C:23]3[CH:28]=[CH:27][C:26]([OH:29])=[CH:25][CH:24]=3)[CH:22]=2)=[CH:15][CH:16]=1. The catalyst class is: 1.